Dataset: Catalyst prediction with 721,799 reactions and 888 catalyst types from USPTO. Task: Predict which catalyst facilitates the given reaction. (1) Reactant: [N:1]1[CH:6]=[CH:5][CH:4]=[CH:3][C:2]=1[C:7]1[CH:8]=[N:9][NH:10][C:11]=1[NH2:12].O=[C:14]1[C:23]2[C:18](=[CH:19][CH:20]=[CH:21][CH:22]=2)[CH2:17][CH2:16][CH:15]1[C:24](OC)=[O:25]. Product: [N:1]1[CH:6]=[CH:5][CH:4]=[CH:3][C:2]=1[C:7]1[CH:8]=[N:9][N:10]2[C:24](=[O:25])[C:15]3[CH2:16][CH2:17][C:18]4[CH:19]=[CH:20][CH:21]=[CH:22][C:23]=4[C:14]=3[NH:12][C:11]=12. The catalyst class is: 15. (2) Reactant: [F:1][C:2]1[CH:3]=[N:4][CH:5]=[CH:6][C:7]=1[CH:8]([C:15]([C:17]1[C:26]2[C:21](=[CH:22][CH:23]=[CH:24][CH:25]=2)[CH:20]=[CH:19][CH:18]=1)=O)[CH2:9][C:10](OCC)=[O:11].[NH2:27][NH2:28].C(O)(=O)C. Product: [F:1][C:2]1[CH:3]=[N:4][CH:5]=[CH:6][C:7]=1[CH:8]1[C:15]([C:17]2[C:26]3[C:21](=[CH:22][CH:23]=[CH:24][CH:25]=3)[CH:20]=[CH:19][CH:18]=2)=[N:28][NH:27][C:10](=[O:11])[CH2:9]1. The catalyst class is: 8. (3) Reactant: [CH3:1][N:2]1[C:6]([C:7]2[CH:16]=[CH:15][CH:14]=[C:13]3[C:8]=2[CH:9]=[CH:10][C:11]([CH3:17])=[N:12]3)=[N:5][NH:4][C:3]1=[S:18].Br[CH2:20][CH2:21][CH2:22][CH2:23][Cl:24].[H-].[Na+].C(OCC)(=O)C. Product: [Cl:24][CH2:23][CH2:22][CH2:21][CH2:20][S:18][C:3]1[N:2]([CH3:1])[C:6]([C:7]2[CH:16]=[CH:15][CH:14]=[C:13]3[C:8]=2[CH:9]=[CH:10][C:11]([CH3:17])=[N:12]3)=[N:5][N:4]=1. The catalyst class is: 14. (4) Reactant: [OH-].[Na+].C[O:4][C:5]([C:7]1[C:22](=[O:23])[NH:21][C:10]2[N:11]=[C:12]([N:15]3[CH2:20][CH2:19][CH2:18][CH2:17][CH2:16]3)[N:13]=[CH:14][C:9]=2[CH:8]=1)=[O:6]. Product: [O:23]=[C:22]1[NH:21][C:10]2[N:11]=[C:12]([N:15]3[CH2:20][CH2:19][CH2:18][CH2:17][CH2:16]3)[N:13]=[CH:14][C:9]=2[CH:8]=[C:7]1[C:5]([OH:6])=[O:4]. The catalyst class is: 24. (5) Reactant: C(OC([NH:8][C:9](=[NH:34])[C:10]1[CH:15]=[CH:14][C:13]([NH:16][CH:17]([C:21]2[CH:26]=[C:25]([O:27][CH3:28])[CH:24]=[CH:23][C:22]=2[O:29][CH2:30][C:31]([OH:33])=[O:32])[C:18]([OH:20])=[O:19])=[CH:12][CH:11]=1)=O)(C)(C)C.C(O)(C(F)(F)F)=O. Product: [C:9]([C:10]1[CH:11]=[CH:12][C:13]([NH:16][CH:17]([C:21]2[CH:26]=[C:25]([O:27][CH3:28])[CH:24]=[CH:23][C:22]=2[O:29][CH2:30][C:31]([OH:33])=[O:32])[C:18]([OH:20])=[O:19])=[CH:14][CH:15]=1)(=[NH:8])[NH2:34]. The catalyst class is: 2. (6) Reactant: C([O:4][CH2:5][CH:6]1[CH:11]=[CH:10][C@H:9]([NH:12][C:13]([O:15][C:16]([CH3:19])([CH3:18])[CH3:17])=[O:14])[CH2:8][O:7]1)(=O)C. Product: [C:16]([O:15][C:13](=[O:14])[NH:12][C@H:9]1[CH2:10][CH2:11][CH:6]([CH2:5][OH:4])[O:7][CH2:8]1)([CH3:19])([CH3:17])[CH3:18]. The catalyst class is: 43. (7) Reactant: C(O)(=O)C.[NH:5]1[CH2:10][CH2:9][O:8][CH2:7][CH2:6]1.C(O[BH-](OC(=O)C)OC(=O)C)(=O)C.[Na+].[CH3:25][CH:26]([S:28]([C:31]1[CH:32]=[C:33]2[C:38](=[CH:39][CH:40]=1)[N:37]=[C:36]([C:41]1[CH:46]=[CH:45][CH:44]=[C:43]([C:47]([F:50])([F:49])[F:48])[CH:42]=1)[C:35]([CH2:51][N:52]1[CH2:57][CH2:56][C:55](=O)[CH:54]([CH3:59])[CH2:53]1)=[C:34]2[C:60]([NH:62][C@H:63]([C:68]1[CH:73]=[CH:72][CH:71]=[CH:70][CH:69]=1)[C:64]([F:67])([F:66])[F:65])=[O:61])(=[O:30])=[O:29])[CH3:27]. Product: [CH3:27][CH:26]([S:28]([C:31]1[CH:32]=[C:33]2[C:38](=[CH:39][CH:40]=1)[N:37]=[C:36]([C:41]1[CH:46]=[CH:45][CH:44]=[C:43]([C:47]([F:50])([F:49])[F:48])[CH:42]=1)[C:35]([CH2:51][N:52]1[CH2:57][CH2:56][CH:55]([N:5]3[CH2:10][CH2:9][O:8][CH2:7][CH2:6]3)[CH:54]([CH3:59])[CH2:53]1)=[C:34]2[C:60]([NH:62][C@H:63]([C:68]1[CH:69]=[CH:70][CH:71]=[CH:72][CH:73]=1)[C:64]([F:67])([F:65])[F:66])=[O:61])(=[O:29])=[O:30])[CH3:25]. The catalyst class is: 46. (8) Reactant: [OH-].[Na+].[CH3:3][N:4]([CH3:34])[C:5]([C:7]1[CH:12]=[CH:11][C:10]([C:13]2[N:18]=[C:17]3[O:19][C:20]4[C:25]([CH:26]([C:27]5([C:30]([O:32]C)=[O:31])[CH2:29][CH2:28]5)[C:16]3=[CH:15][CH:14]=2)=[CH:24][CH:23]=[CH:22][CH:21]=4)=[CH:9][CH:8]=1)=[O:6].Cl.C(OCC)(=O)C. Product: [CH3:3][N:4]([CH3:34])[C:5]([C:7]1[CH:12]=[CH:11][C:10]([C:13]2[N:18]=[C:17]3[O:19][C:20]4[C:25]([CH:26]([C:27]5([C:30]([OH:32])=[O:31])[CH2:29][CH2:28]5)[C:16]3=[CH:15][CH:14]=2)=[CH:24][CH:23]=[CH:22][CH:21]=4)=[CH:9][CH:8]=1)=[O:6]. The catalyst class is: 5. (9) Reactant: [CH3:1][N:2]1[CH2:7][CH2:6][N:5]([CH2:8][C:9]2[N:10]=[C:11]([N+:14]([O-])=O)[NH:12][CH:13]=2)[CH2:4][CH2:3]1.[CH3:17][C:18]1[CH:23]=[CH:22][CH:21]=[C:20]([CH3:24])[C:19]=1[C:25]1[C:34]2[N:33]=[CH:32][CH:31]=[N:30][C:29]=2[C:28]([C:35](O)=[O:36])=[CH:27][CH:26]=1.CO.C1COCC1. Product: [CH3:1][N:2]1[CH2:7][CH2:6][N:5]([CH2:8][C:9]2[N:10]=[C:11]([NH:14][C:35]([C:28]3[C:29]4[N:30]=[CH:31][CH:32]=[N:33][C:34]=4[C:25]([C:19]4[C:20]([CH3:24])=[CH:21][CH:22]=[CH:23][C:18]=4[CH3:17])=[CH:26][CH:27]=3)=[O:36])[NH:12][CH:13]=2)[CH2:4][CH2:3]1. The catalyst class is: 227. (10) Reactant: [CH3:1][O:2][C:3]1[CH:8]=[C:7]([CH3:9])[C:6]([S:10](Cl)(=[O:12])=[O:11])=[C:5]([CH3:14])[CH:4]=1.Cl.Cl.Cl.[NH2:18][CH2:19][C:20]1[O:24][C:23]([C:25]([N:27]2[CH2:32][CH2:31][N:30]([CH2:33][CH:34]3[CH2:39][CH2:38][N:37]([CH3:40])[CH2:36][CH2:35]3)[CH2:29][CH2:28]2)=[O:26])=[N:22][N:21]=1.CCN(C(C)C)C(C)C. Product: [CH3:1][O:2][C:3]1[CH:8]=[C:7]([CH3:9])[C:6]([S:10]([NH:18][CH2:19][C:20]2[O:24][C:23]([C:25]([N:27]3[CH2:32][CH2:31][N:30]([CH2:33][CH:34]4[CH2:39][CH2:38][N:37]([CH3:40])[CH2:36][CH2:35]4)[CH2:29][CH2:28]3)=[O:26])=[N:22][N:21]=2)(=[O:12])=[O:11])=[C:5]([CH3:14])[CH:4]=1. The catalyst class is: 326.